This data is from Catalyst prediction with 721,799 reactions and 888 catalyst types from USPTO. The task is: Predict which catalyst facilitates the given reaction. (1) Reactant: [Br:1][C:2]1[CH:7]=[CH:6][C:5]([SH:8])=[CH:4][CH:3]=1.Br[C:10]([CH3:19])([CH3:18])[C:11]([O:13][C:14]([CH3:17])([CH3:16])[CH3:15])=[O:12].[OH-].[K+]. Product: [Br:1][C:2]1[CH:7]=[CH:6][C:5]([S:8][C:10]([CH3:19])([CH3:18])[C:11]([O:13][C:14]([CH3:17])([CH3:16])[CH3:15])=[O:12])=[CH:4][CH:3]=1. The catalyst class is: 8. (2) Reactant: Cl[CH:2]([C:15]1[CH:20]=[CH:19][CH:18]=[CH:17][CH:16]=1)[C:3]([C:5]1[C:13]2[C:8](=[CH:9][C:10]([CH3:14])=[CH:11][CH:12]=2)[NH:7][CH:6]=1)=[O:4].[CH3:21][O:22][C:23]1[CH:24]=N[CH:26]=[CH:27][CH:28]=1.C[CH2:30][N:31](C(C)C)C(C)C.[I-].[Na+]. Product: [CH3:21][O:22][C:23]1[CH:24]=[C:30]([NH:31][CH:2]([C:15]2[CH:20]=[CH:19][CH:18]=[CH:17][CH:16]=2)[C:3]([C:5]2[C:13]3[C:8](=[CH:9][C:10]([CH3:14])=[CH:11][CH:12]=3)[NH:7][CH:6]=2)=[O:4])[CH:26]=[CH:27][CH:28]=1. The catalyst class is: 10. (3) Reactant: [Cl:1][C:2]1[CH:3]=[C:4]([CH:18]=[C:19]([N:21]([S:29]([CH3:32])(=[O:31])=[O:30])[CH2:22][C:23]2[CH:28]=[CH:27][CH:26]=[CH:25][N:24]=2)[CH:20]=1)[C:5]([NH:7][CH2:8][C:9]1[CH:14]=[CH:13][C:12]([C:15]#[N:16])=[CH:11][C:10]=1[OH:17])=[O:6].C(=O)([O-])[O-].[Cs+].[Cs+].I[CH2:40][C:41]([NH2:43])=[O:42]. Product: [C:41]([CH2:40][O:17][C:10]1[CH:11]=[C:12]([C:15]#[N:16])[CH:13]=[CH:14][C:9]=1[CH2:8][NH:7][C:5](=[O:6])[C:4]1[CH:18]=[C:19]([N:21]([S:29]([CH3:32])(=[O:31])=[O:30])[CH2:22][C:23]2[CH:28]=[CH:27][CH:26]=[CH:25][N:24]=2)[CH:20]=[C:2]([Cl:1])[CH:3]=1)(=[O:42])[NH2:43]. The catalyst class is: 10. (4) Reactant: [CH3:1][C:2]([OH:39])([CH2:4][CH2:5][CH2:6][C@:7]([OH:38])([C:13]([O:15][C@@H:16]1[C:32]([O:33][CH3:34])=[CH:31][C@:27]23[CH2:28][CH2:29][CH2:30][N:26]2[CH2:25][CH2:24][C:23]2[CH:22]=[C:21]4[O:35][CH2:36][O:37][C:20]4=[CH:19][C:18]=2[C@H:17]13)=[O:14])[CH2:8][C:9]([O:11]C)=[O:10])[CH3:3].[OH-].[Na+].[OH-].[Li+].Cl. Product: [CH3:3][C:2]([OH:39])([CH2:4][CH2:5][CH2:6][C@:7]([OH:38])([C:13]([O:15][C@@H:16]1[C:32]([O:33][CH3:34])=[CH:31][C@:27]23[CH2:28][CH2:29][CH2:30][N:26]2[CH2:25][CH2:24][C:23]2[C:18](=[CH:19][C:20]4[O:37][CH2:36][O:35][C:21]=4[CH:22]=2)[C@H:17]13)=[O:14])[CH2:8][C:9]([OH:11])=[O:10])[CH3:1]. The catalyst class is: 5. (5) The catalyst class is: 2. Reactant: [Br:1][C:2]1[CH:3]=[CH:4][C:5]([F:11])=[C:6]([CH:8]([OH:10])[CH3:9])[CH:7]=1.[Cr](O[Cr]([O-])(=O)=O)([O-])(=O)=O.[NH+]1C=CC=CC=1.[NH+]1C=CC=CC=1. Product: [Br:1][C:2]1[CH:3]=[CH:4][C:5]([F:11])=[C:6]([C:8](=[O:10])[CH3:9])[CH:7]=1. (6) Reactant: [F:1][C:2]1[CH:3]=[C:4]([CH:16]=[CH:17][C:18]=1[C:19]([F:22])([F:21])[F:20])[CH2:5][CH:6]1[CH2:11][CH:10]([C:12]([O:14][CH3:15])=[O:13])[CH2:9][CH2:8][NH:7]1.CCN(C(C)C)C(C)C.[C:32](Cl)(=[O:35])[O:33][CH3:34]. Product: [F:1][C:2]1[CH:3]=[C:4]([CH:16]=[CH:17][C:18]=1[C:19]([F:22])([F:20])[F:21])[CH2:5][CH:6]1[CH2:11][CH:10]([C:12]([O:14][CH3:15])=[O:13])[CH2:9][CH2:8][N:7]1[C:32]([O:33][CH3:34])=[O:35]. The catalyst class is: 2.